This data is from Full USPTO retrosynthesis dataset with 1.9M reactions from patents (1976-2016). The task is: Predict the reactants needed to synthesize the given product. (1) Given the product [F:14][C:13]([F:16])([F:15])[C:5]1[CH:4]=[C:3]([CH:22]([OH:21])[CH2:23][OH:26])[CH:8]=[C:7]([C:9]([F:12])([F:11])[F:10])[CH:6]=1, predict the reactants needed to synthesize it. The reactants are: C([C:3]1[CH:8]=[C:7]([C:9]([F:12])([F:11])[F:10])[CH:6]=[C:5]([C:13]([F:16])([F:15])[F:14])[CH:4]=1)=C.C[N+]1([O-])[CH2:23][CH2:22][O:21]CC1.S(=O)(O)[O-:26].[Na+]. (2) Given the product [CH3:1][N:2]1[C:7](=[O:8])[CH:6]=[C:5]([C:9]2[CH:14]=[CH:13][N:12]=[CH:11][N:10]=2)[N:4]=[C:3]1[O:15][CH:16]1[CH2:21][CH2:20][N:19]([CH2:23][CH2:24][CH:25]2[CH2:26][CH2:27][N:28]([C:31]([O:33][C:34]([CH3:35])([CH3:37])[CH3:36])=[O:32])[CH2:29][CH2:30]2)[CH2:18][CH2:17]1, predict the reactants needed to synthesize it. The reactants are: [CH3:1][N:2]1[C:7](=[O:8])[CH:6]=[C:5]([C:9]2[CH:14]=[CH:13][N:12]=[CH:11][N:10]=2)[N:4]=[C:3]1[O:15][CH:16]1[CH2:21][CH2:20][NH:19][CH2:18][CH2:17]1.O=[CH:23][CH2:24][CH:25]1[CH2:30][CH2:29][N:28]([C:31]([O:33][C:34]([CH3:37])([CH3:36])[CH3:35])=[O:32])[CH2:27][CH2:26]1.C(O[BH-](OC(=O)C)OC(=O)C)(=O)C.[Na+]. (3) Given the product [C:1]([NH:5][C:6]([C:8]1[C:16]2[C:11](=[N:12][CH:13]=[C:14]([N:17]3[C:25]4[C:20](=[CH:21][CH:22]=[CH:23][CH:24]=4)[C:19]([Cl:26])=[N:18]3)[N:15]=2)[NH:10][CH:9]=1)=[O:7])([CH3:4])([CH3:2])[CH3:3], predict the reactants needed to synthesize it. The reactants are: [C:1]([NH:5][C:6]([C:8]1[C:16]2[C:11](=[N:12][CH:13]=[C:14]([N:17]3[C:25]4[C:20](=[CH:21][CH:22]=[CH:23][CH:24]=4)[C:19]([Cl:26])=[N:18]3)[N:15]=2)[N:10](COCC[Si](C)(C)C)[CH:9]=1)=[O:7])([CH3:4])([CH3:3])[CH3:2].FC(F)(F)C(O)=O. (4) Given the product [CH3:1][C:2]1([CH:6]2[C:15]3[C:10](=[CH:11][CH:12]=[CH:13][CH:14]=3)[NH:9][CH2:8][CH2:7]2)[CH2:3][O:4][CH2:5]1, predict the reactants needed to synthesize it. The reactants are: [CH3:1][C:2]1([CH:6]2[C:15]3[C:10](=[CH:11][CH:12]=[CH:13][CH:14]=3)[NH:9][C:8](=O)[CH2:7]2)[CH2:5][O:4][CH2:3]1.O1CCCC1.B. (5) Given the product [CH:11]([C:2]1[CH:3]=[N:4][C:5]2[C:10](=[CH:9][CH:8]=[CH:7][CH:6]=2)[N:1]=1)=[CH2:13], predict the reactants needed to synthesize it. The reactants are: [N:1]1[C:10]2[C:5](=[CH:6][CH:7]=[CH:8][CH:9]=2)[N:4]=[CH:3][C:2]=1[CH:11]=O.[CH:13](C1C=NC=NC=1)=C.